From a dataset of Full USPTO retrosynthesis dataset with 1.9M reactions from patents (1976-2016). Predict the reactants needed to synthesize the given product. (1) Given the product [CH2:28]([C:23]1[CH:24]=[CH:25][CH:26]=[CH:27][C:22]=1[CH2:21][O:1][C:2]1[C:3]2[N:4]([C:15]([CH3:19])=[C:16]([CH3:18])[N:17]=2)[CH:5]=[C:6]([N:8]2[CH:13]=[CH:12][CH:11]=[CH:10][C:9]2=[O:14])[CH:7]=1)[CH3:29], predict the reactants needed to synthesize it. The reactants are: [OH:1][C:2]1[C:3]2[N:4]([C:15]([CH3:19])=[C:16]([CH3:18])[N:17]=2)[CH:5]=[C:6]([N:8]2[CH:13]=[CH:12][CH:11]=[CH:10][C:9]2=[O:14])[CH:7]=1.Br[CH2:21][C:22]1[CH:27]=[CH:26][CH:25]=[CH:24][C:23]=1[CH2:28][CH3:29].C(=O)([O-])[O-].[K+].[K+]. (2) Given the product [NH2:25][CH:22]1[CH2:23][CH2:24][N:20]([C:5]2[CH:4]=[CH:3][C:2]([Cl:1])=[CH:7][C:6]=2[NH:8][C:9]([C:11]2[CH:12]=[N:13][N:14]3[CH:19]=[CH:18][CH:17]=[N:16][C:15]=23)=[O:10])[CH2:21]1, predict the reactants needed to synthesize it. The reactants are: [Cl:1][C:2]1[CH:3]=[CH:4][C:5]([N:20]2[CH2:24][CH2:23][CH:22]([NH:25]C(=O)C(F)(F)F)[CH2:21]2)=[C:6]([NH:8][C:9]([C:11]2[CH:12]=[N:13][N:14]3[CH:19]=[CH:18][CH:17]=[N:16][C:15]=23)=[O:10])[CH:7]=1.CO.[OH-].[Na+]. (3) Given the product [Cl:30][CH2:9][CH2:8][CH2:7][C:4]1[CH:5]=[CH:6][N:1]=[CH:2][CH:3]=1, predict the reactants needed to synthesize it. The reactants are: [N:1]1[CH:6]=[CH:5][C:4]([CH2:7][CH2:8][CH2:9]O)=[CH:3][CH:2]=1.C1(P(C2C=CC=CC=2)C2C=CC=CC=2)C=CC=CC=1.[Cl:30]N1C(=O)CCC1=O. (4) Given the product [C:29]([O:28][C:27]([NH:26][C@H:19]1[C@@:20]([OH:25])([CH3:24])[C@@H:21]([CH3:23])[O:22][C@@H:17]([C:16]2[CH:15]=[CH:14][N:13]=[CH:12][C:11]=2[NH:10][C:8]([C:6]2[N:7]=[C:2]([C:45]3[C:44]([F:55])=[CH:43][C:38]([C:39]([O:41][CH3:42])=[O:40])=[CH:37][C:36]=3[F:35])[C:3]([F:34])=[CH:4][CH:5]=2)=[O:9])[CH2:18]1)=[O:33])([CH3:32])([CH3:31])[CH3:30], predict the reactants needed to synthesize it. The reactants are: Br[C:2]1[N:7]=[C:6]([C:8]([NH:10][C:11]2[CH:12]=[N:13][CH:14]=[CH:15][C:16]=2[C@@H:17]2[O:22][C@H:21]([CH3:23])[C@:20]([OH:25])([CH3:24])[C@H:19]([NH:26][C:27](=[O:33])[O:28][C:29]([CH3:32])([CH3:31])[CH3:30])[CH2:18]2)=[O:9])[CH:5]=[CH:4][C:3]=1[F:34].[F:35][C:36]1[CH:37]=[C:38]([CH:43]=[C:44]([F:55])[C:45]=1B1OC(C)(C)C(C)(C)O1)[C:39]([O:41][CH3:42])=[O:40]. (5) Given the product [CH:17]1([N:14]2[CH2:15][CH2:16][N:11]([C:9]3[CH:10]=[C:5]([NH:2][NH2:3])[N:6]=[CH:7][N:8]=3)[CH2:12][CH2:13]2)[CH2:20][CH2:19][CH2:18]1, predict the reactants needed to synthesize it. The reactants are: O.[NH2:2][NH2:3].Cl[C:5]1[CH:10]=[C:9]([N:11]2[CH2:16][CH2:15][N:14]([CH:17]3[CH2:20][CH2:19][CH2:18]3)[CH2:13][CH2:12]2)[N:8]=[CH:7][N:6]=1. (6) Given the product [CH:35]([C:38]1[CH:43]=[CH:42][C:41]([C:14]2[CH:15]=[C:10]([CH:5]([CH2:6][CH:7]([CH3:9])[CH3:8])[C:4]([OH:3])=[O:34])[CH:11]=[C:12]([C:24]3[CH:29]=[CH:28][C:27]([C:30]([F:33])([F:32])[F:31])=[CH:26][CH:25]=3)[CH:13]=2)=[CH:40][CH:39]=1)([CH3:37])[CH3:36], predict the reactants needed to synthesize it. The reactants are: C([O:3][C:4](=[O:34])[CH:5]([C:10]1[CH:11]=[C:12]([C:24]2[CH:29]=[CH:28][C:27]([C:30]([F:33])([F:32])[F:31])=[CH:26][CH:25]=2)[CH:13]=[C:14](OS(C(F)(F)F)(=O)=O)[CH:15]=1)[CH2:6][CH:7]([CH3:9])[CH3:8])C.[CH:35]([C:38]1[CH:43]=[CH:42][C:41](B(O)O)=[CH:40][CH:39]=1)([CH3:37])[CH3:36]. (7) Given the product [CH3:8][C:9]1[CH:10]=[C:11]([C:16]2[N:2]([CH3:1])[N:3]=[C:4]([C:5](=[O:7])[CH3:6])[C:17]=2[OH:18])[CH:12]=[CH:13][C:14]=1[CH3:15], predict the reactants needed to synthesize it. The reactants are: [CH3:1][NH:2][N:3]=[CH:4][C:5](=[O:7])[CH3:6].[CH3:8][C:9]1[CH:10]=[C:11]([C:16](=O)[CH:17]=[O:18])[CH:12]=[CH:13][C:14]=1[CH3:15].C(Cl)(Cl)Cl.CCCCCC. (8) The reactants are: [CH3:1][O:2][C:3]([C:5]1[CH:6]([C:24]2[CH:29]=[CH:28][C:27]([C:30]#[N:31])=[CH:26][CH:25]=2)[N:7]=[C:8]([NH:22][NH2:23])[N:9]([C:12]2[CH:17]=[CH:16][CH:15]=[C:14]([C:18]([F:21])([F:20])[F:19])[CH:13]=2)[C:10]=1[CH3:11])=[O:4].C(N(CC)CC)C.Cl[C:40]([O:42][CH2:43]C)=[O:41]. Given the product [CH3:1][O:2][C:3]([C:5]1[CH:6]([C:24]2[CH:25]=[CH:26][C:27]([C:30]#[N:31])=[CH:28][CH:29]=2)[N:7]=[C:8]([NH:22][NH:23][C:40]([O:42][CH3:43])=[O:41])[N:9]([C:12]2[CH:17]=[CH:16][CH:15]=[C:14]([C:18]([F:19])([F:20])[F:21])[CH:13]=2)[C:10]=1[CH3:11])=[O:4], predict the reactants needed to synthesize it. (9) Given the product [CH2:25]([C@H:20]1[CH2:19][C@H:18]([C:15]2[CH:14]=[CH:13][C:12]([F:11])=[CH:17][CH:16]=2)[O:22][C:21]1=[O:23])/[CH:26]=[CH:27]/[CH3:28], predict the reactants needed to synthesize it. The reactants are: C[Si]([N-][Si](C)(C)C)(C)C.[Li+].[F:11][C:12]1[CH:17]=[CH:16][C:15]([C@@H:18]2[O:22][C:21](=[O:23])[CH2:20][CH2:19]2)=[CH:14][CH:13]=1.Br[CH2:25][CH:26]=[CH:27][CH3:28].[NH4+].[Cl-].